This data is from Catalyst prediction with 721,799 reactions and 888 catalyst types from USPTO. The task is: Predict which catalyst facilitates the given reaction. (1) Reactant: [H-].[Na+].[C:3]([O:11][CH2:12][CH3:13])(=[O:10])[CH2:4][C:5]([O:7][CH2:8][CH3:9])=[O:6].CS(O[C@H:19]1[CH2:24][CH2:23][C@@H:22]([NH:25][C:26]([O:28][C:29]([CH3:32])([CH3:31])[CH3:30])=[O:27])[C@H:21]([C:33]2[CH:38]=[CH:37][C:36]([C:39]([F:42])([F:41])[F:40])=[CH:35][CH:34]=2)[CH2:20]1)(=O)=O. Product: [C:29]([O:28][C:26]([NH:25][C@@H:22]1[CH2:23][CH2:24][C@@H:19]([CH:4]([C:5]([O:7][CH2:8][CH3:9])=[O:6])[C:3]([O:11][CH2:12][CH3:13])=[O:10])[CH2:20][C@H:21]1[C:33]1[CH:38]=[CH:37][C:36]([C:39]([F:40])([F:41])[F:42])=[CH:35][CH:34]=1)=[O:27])([CH3:32])([CH3:30])[CH3:31]. The catalyst class is: 57. (2) Reactant: C([O-])([O-])=O.[K+].[K+].F[C:8]1[CH:15]=[CH:14][C:11]([CH:12]=[O:13])=[CH:10][CH:9]=1.[Br:16][C:17]1[CH:18]=[C:19]([CH:23]=[CH:24][C:25]=1[OH:26])[C:20]([NH2:22])=[O:21]. Product: [Br:16][C:17]1[CH:18]=[C:19]([CH:23]=[CH:24][C:25]=1[O:26][C:8]1[CH:15]=[CH:14][C:11]([CH:12]=[O:13])=[CH:10][CH:9]=1)[C:20]([NH2:22])=[O:21]. The catalyst class is: 3. (3) The catalyst class is: 9. Product: [C:3]1([CH2:9][CH2:10][CH2:11][CH2:12][O:13][CH2:21][CH2:14][CH2:15][CH2:16][S:17]([O-:20])(=[O:19])=[O:18])[CH:8]=[CH:7][CH:6]=[CH:5][CH:4]=1.[Na+:2]. Reactant: [H-].[Na+:2].[C:3]1([CH2:9][CH2:10][CH2:11][CH2:12][OH:13])[CH:8]=[CH:7][CH:6]=[CH:5][CH:4]=1.[CH2:14]1[CH2:21][O:20][S:17](=[O:19])(=[O:18])[CH2:16][CH2:15]1. (4) Reactant: [Cl:1][C:2]1[N:7]=[CH:6][N:5]=[C:4]([NH:8][C:9]2[C:10]([CH3:19])=[N:11][C:12]([S:15]([CH3:18])(=[O:17])=[O:16])=[CH:13][CH:14]=2)[C:3]=1[O:20][CH3:21].[CH3:22]N(C=O)C.C([O-])([O-])=O.[Cs+].[Cs+].CI. Product: [Cl:1][C:2]1[N:7]=[CH:6][N:5]=[C:4]([N:8]([CH3:22])[C:9]2[C:10]([CH3:19])=[N:11][C:12]([S:15]([CH3:18])(=[O:16])=[O:17])=[CH:13][CH:14]=2)[C:3]=1[O:20][CH3:21]. The catalyst class is: 6.